This data is from Catalyst prediction with 721,799 reactions and 888 catalyst types from USPTO. The task is: Predict which catalyst facilitates the given reaction. (1) Reactant: [F:1][C:2]1[CH:7]=[CH:6][C:5]([CH:8]([C:12]2[CH:17]=[CH:16][C:15]([F:18])=[CH:14][CH:13]=2)[CH2:9][CH:10]=O)=[CH:4][CH:3]=1.[N:19]1[CH:24]=[CH:23][CH:22]=[CH:21][C:20]=1[CH2:25][CH2:26][NH2:27].[BH-](OC(C)=O)(OC(C)=O)OC(C)=O.[Na+]. Product: [F:1][C:2]1[CH:7]=[CH:6][C:5]([CH:8]([C:12]2[CH:17]=[CH:16][C:15]([F:18])=[CH:14][CH:13]=2)[CH2:9][CH2:10][NH:27][CH2:26][CH2:25][C:20]2[CH:21]=[CH:22][CH:23]=[CH:24][N:19]=2)=[CH:4][CH:3]=1. The catalyst class is: 839. (2) Reactant: [CH3:1]N(C)C=O.C(N(CC)[CH:10]([CH3:12])[CH3:11])(C)C.Cl.N1(C(N)=N)C=CC=N1.C([N:28]([C:32](=[NH:38])[N:33]1[CH:37]=[CH:36][CH:35]=[N:34]1)[C:29](=[O:31])[OH:30])(C)(C)C.[C:39](O[C:39]([O:41][C:42]([CH3:45])([CH3:44])[CH3:43])=[O:40])([O:41][C:42]([CH3:45])([CH3:44])[CH3:43])=[O:40]. Product: [C:42]([O:41][C:39](=[O:40])[NH:38][C:32](=[N:28][C:29]([O:30][C:10]([CH3:11])([CH3:12])[CH3:1])=[O:31])[N:33]1[CH:37]=[CH:36][CH:35]=[N:34]1)([CH3:45])([CH3:44])[CH3:43]. The catalyst class is: 6. (3) Reactant: [Br:1][C:2]1[O:6][C:5]([C:7]2[CH:12]=[CH:11][C:10]([O:13][CH2:14][CH2:15][CH2:16]Cl)=[CH:9][CH:8]=2)=[N:4][C:3]=1[CH2:18][N:19]1[CH2:24][CH2:23][CH2:22][CH2:21][CH2:20]1.[I-].[Na+].[CH3:27][CH:28]1[CH2:32][CH2:31][CH2:30][NH:29]1.Cl. Product: [Br:1][C:2]1[O:6][C:5]([C:7]2[CH:12]=[CH:11][C:10]([O:13][CH2:14][CH2:15][CH2:16][N:29]3[CH2:30][CH2:31][CH2:32][CH:28]3[CH3:27])=[CH:9][CH:8]=2)=[N:4][C:3]=1[CH2:18][N:19]1[CH2:24][CH2:23][CH2:22][CH2:21][CH2:20]1. The catalyst class is: 10.